Dataset: NCI-60 drug combinations with 297,098 pairs across 59 cell lines. Task: Regression. Given two drug SMILES strings and cell line genomic features, predict the synergy score measuring deviation from expected non-interaction effect. Drug 1: CC1C(C(CC(O1)OC2CC(CC3=C2C(=C4C(=C3O)C(=O)C5=C(C4=O)C(=CC=C5)OC)O)(C(=O)CO)O)N)O.Cl. Drug 2: N.N.Cl[Pt+2]Cl. Cell line: M14. Synergy scores: CSS=24.5, Synergy_ZIP=-5.75, Synergy_Bliss=4.43, Synergy_Loewe=-0.850, Synergy_HSA=3.08.